From a dataset of Peptide-MHC class II binding affinity with 134,281 pairs from IEDB. Regression. Given a peptide amino acid sequence and an MHC pseudo amino acid sequence, predict their binding affinity value. This is MHC class II binding data. (1) The peptide sequence is GEGQIVDKIDAAFKI. The MHC is DRB1_1302 with pseudo-sequence DRB1_1302. The binding affinity (normalized) is 0.600. (2) The peptide sequence is QNRMKLADCAVGFGS. The MHC is HLA-DQA10101-DQB10501 with pseudo-sequence HLA-DQA10101-DQB10501. The binding affinity (normalized) is 0.0798. (3) The peptide sequence is PATAWSLYAVTTAVLTPL. The MHC is DRB4_0101 with pseudo-sequence DRB4_0103. The binding affinity (normalized) is 0.0658. (4) The peptide sequence is GELQIVDKIDNAFKI. The MHC is DRB1_0401 with pseudo-sequence DRB1_0401. The binding affinity (normalized) is 0.573. (5) The peptide sequence is GTGSLVITASMSGHI. The MHC is HLA-DQA10501-DQB10301 with pseudo-sequence HLA-DQA10501-DQB10301. The binding affinity (normalized) is 0.684.